Dataset: Forward reaction prediction with 1.9M reactions from USPTO patents (1976-2016). Task: Predict the product of the given reaction. Given the reactants [CH3:1][O:2][C:3]1[CH:10]=[CH:9][C:6]([CH2:7][OH:8])=[CH:5][CH:4]=1.[Na].Cl[C:13]1[N:18]=[C:17]([NH2:19])[C:16]([N+:20]([O-:22])=[O:21])=[CH:15][CH:14]=1.O, predict the reaction product. The product is: [CH3:1][O:2][C:3]1[CH:10]=[CH:9][C:6]([CH2:7][O:8][C:13]2[N:18]=[C:17]([NH2:19])[C:16]([N+:20]([O-:22])=[O:21])=[CH:15][CH:14]=2)=[CH:5][CH:4]=1.